This data is from Reaction yield outcomes from USPTO patents with 853,638 reactions. The task is: Predict the reaction yield, written as a fraction of the theoretical maximum amount of product (1.0 means a 100% yield; for example, 0.34 means a 34% yield). (1) The reactants are [C:1]([N:5]1[C:10](=[O:11])[C:9]([Cl:12])=[C:8]([O:13][CH2:14][C:15]2[CH:20]=[CH:19][C:18]([O:21][CH:22]([CH2:25][CH3:26])[CH2:23][OH:24])=[CH:17][CH:16]=2)[CH:7]=[N:6]1)([CH3:4])([CH3:3])[CH3:2].ClCCl.[C:30]1(C)[C:31]([S:36](Cl)(=[O:38])=[O:37])=[CH:32][CH:33]=[CH:34][CH:35]=1.[CH:41](N(C(C)C)CC)(C)C. The catalyst is O. The product is [C:1]([N:5]1[C:10](=[O:11])[C:9]([Cl:12])=[C:8]([O:13][CH2:14][C:15]2[CH:16]=[CH:17][C:18]([O:21][CH:22]([CH2:25][CH3:26])[CH2:23][O:24][S:36]([C:31]3[CH:30]=[CH:35][C:34]([CH3:41])=[CH:33][CH:32]=3)(=[O:37])=[O:38])=[CH:19][CH:20]=2)[CH:7]=[N:6]1)([CH3:4])([CH3:3])[CH3:2]. The yield is 0.770. (2) The reactants are [C:1]([O:5][C:6]([CH:8]1[CH2:12][CH2:11][CH2:10][N:9]1[C:13](=[O:27])[CH:14]([NH:16][C:17]([O:19]CC1C=CC=CC=1)=O)[CH3:15])=[O:7])([CH3:4])([CH3:3])[CH3:2].[NH2:28][C:29]1[CH:37]=[CH:36][C:32](C(O)=O)=[CH:31][C:30]=1[Cl:38].CCN(C(C)C)C(C)C.C1C=CC2N(O)N=NC=2C=1.C(Cl)CCl. The catalyst is CO.CCOC(C)=O.C(Cl)Cl.[Pd].CN(C=O)C. The product is [C:1]([O:5][C:6]([CH:8]1[CH2:12][CH2:11][CH2:10][N:9]1[C:13](=[O:27])[CH:14]([NH:16][C:17](=[O:19])[C:32]1[CH:36]=[CH:37][C:29]([NH2:28])=[C:30]([Cl:38])[CH:31]=1)[CH3:15])=[O:7])([CH3:2])([CH3:3])[CH3:4]. The yield is 0.700. (3) The reactants are [CH3:1][N:2]([CH3:17])[CH2:3][CH2:4][N:5]([CH3:16])[C:6]1[CH:11]=[CH:10][CH:9]=[C:8]([NH2:12])[C:7]=1[N+:13]([O-])=O.[H][H]. The catalyst is C(O)C.[Pd]. The product is [CH3:1][N:2]([CH3:17])[CH2:3][CH2:4][N:5]([CH3:16])[C:6]1[CH:11]=[CH:10][CH:9]=[C:8]([NH2:12])[C:7]=1[NH2:13]. The yield is 0.860.